This data is from Forward reaction prediction with 1.9M reactions from USPTO patents (1976-2016). The task is: Predict the product of the given reaction. (1) Given the reactants [Cl:1][C:2]1[CH:7]=[CH:6][C:5]([OH:8])=[CH:4][C:3]=1[C:9]1[C:18]2[C:13](=[C:14]([Cl:19])[CH:15]=[CH:16][CH:17]=2)[N:12]=[CH:11][N:10]=1.Br[C:21]1[CH:22]=[C:23]([S:27]([N:30]([CH2:40][C:41]2[CH:46]=[CH:45][C:44]([O:47][CH3:48])=[CH:43][CH:42]=2)[CH2:31][C:32]2[CH:37]=[CH:36][C:35]([O:38][CH3:39])=[CH:34][CH:33]=2)(=[O:29])=[O:28])[CH:24]=[CH:25][CH:26]=1, predict the reaction product. The product is: [Cl:1][C:2]1[CH:7]=[CH:6][C:5]([O:8][C:21]2[CH:22]=[C:23]([S:27]([N:30]([CH2:40][C:41]3[CH:46]=[CH:45][C:44]([O:47][CH3:48])=[CH:43][CH:42]=3)[CH2:31][C:32]3[CH:37]=[CH:36][C:35]([O:38][CH3:39])=[CH:34][CH:33]=3)(=[O:29])=[O:28])[CH:24]=[CH:25][CH:26]=2)=[CH:4][C:3]=1[C:9]1[C:18]2[C:13](=[C:14]([Cl:19])[CH:15]=[CH:16][CH:17]=2)[N:12]=[CH:11][N:10]=1. (2) Given the reactants [CH:1]1(/[CH:7]=[CH:8]/[C:9]2[S:13][CH:12]=[C:11]([CH:14]=[O:15])[CH:10]=2)[CH2:6][CH2:5][CH2:4][CH2:3][CH2:2]1.[CH3:16][C:17]#[N:18], predict the reaction product. The product is: [CH:1]1(/[CH:7]=[CH:8]/[C:9]2[S:13][CH:12]=[C:11]([CH:14]([OH:15])[CH2:16][C:17]#[N:18])[CH:10]=2)[CH2:6][CH2:5][CH2:4][CH2:3][CH2:2]1. (3) Given the reactants [C:1]([O:6]CC)(=O)[CH:2]=[N:3][OH:4].[N:9]1([CH2:14][CH2:15][CH2:16][NH2:17])[CH2:13][CH2:12][CH2:11][CH2:10]1, predict the reaction product. The product is: [OH:4][N:3]=[CH:2][C:1]([NH:17][CH2:16][CH2:15][CH2:14][N:9]1[CH2:13][CH2:12][CH2:11][CH2:10]1)=[O:6].